This data is from Catalyst prediction with 721,799 reactions and 888 catalyst types from USPTO. The task is: Predict which catalyst facilitates the given reaction. (1) Reactant: [CH3:1][N:2]1[C:11]2[C:6](=[CH:7][C:8]3[CH2:16][CH2:15][N:14](C(OCC)=O)[CH2:13][CH2:12][C:9]=3[CH:10]=2)[CH2:5][CH2:4][C:3]1=[O:22].[OH-].[K+].[ClH:25].[OH-].[Na+]. Product: [ClH:25].[CH3:1][N:2]1[C:11]2[C:6](=[CH:7][C:8]3[CH2:16][CH2:15][NH:14][CH2:13][CH2:12][C:9]=3[CH:10]=2)[CH2:5][CH2:4][C:3]1=[O:22]. The catalyst class is: 196. (2) Reactant: Cl.[Cl:2][C:3]1[CH:8]=[CH:7][C:6]([CH:9]2[CH:13]([C:14]3[CH:19]=[CH:18][C:17]([Cl:20])=[CH:16][CH:15]=3)[N:12]([C:21]([N:23]3[CH2:28][CH2:27][N:26](CCC#N)[CH2:25][CH2:24]3)=[O:22])[C:11]([C:33]3[CH:38]=[CH:37][C:36]([C:39]([F:42])([F:41])[F:40])=[CH:35][C:34]=3[O:43][CH2:44][CH3:45])=[N:10]2)=[CH:5][CH:4]=1.C(N(C(C)C)CC)(C)C.[Cl:55][CH2:56][C:57](Cl)=[O:58]. Product: [Cl:2][C:3]1[CH:4]=[CH:5][C:6]([CH:9]2[CH:13]([C:14]3[CH:19]=[CH:18][C:17]([Cl:20])=[CH:16][CH:15]=3)[N:12]([C:21]([N:23]3[CH2:28][CH2:27][N:26]([C:57](=[O:58])[CH2:56][Cl:55])[CH2:25][CH2:24]3)=[O:22])[C:11]([C:33]3[CH:38]=[CH:37][C:36]([C:39]([F:41])([F:40])[F:42])=[CH:35][C:34]=3[O:43][CH2:44][CH3:45])=[N:10]2)=[CH:7][CH:8]=1. The catalyst class is: 2.